Dataset: Full USPTO retrosynthesis dataset with 1.9M reactions from patents (1976-2016). Task: Predict the reactants needed to synthesize the given product. (1) Given the product [F:1][C:2]1[CH:3]=[CH:4][C:5]([NH:8][NH:9][C:14]([C@H:13]2[CH2:17][CH2:18][CH2:19][N:12]2[CH3:11])=[O:15])=[N:6][CH:7]=1, predict the reactants needed to synthesize it. The reactants are: [F:1][C:2]1[CH:3]=[CH:4][C:5]([NH:8][NH2:9])=[N:6][CH:7]=1.Cl.[CH3:11][N:12]1[CH2:19][CH2:18][CH2:17][C@@H:13]1[C:14](O)=[O:15].C1C=CC2N(O)N=NC=2C=1.O.C(Cl)CCl. (2) Given the product [Cl:38][C:35]1[CH:36]=[CH:37][C:32]2[N:31]=[C:30]([C:39]3[CH:44]=[C:43]([Cl:45])[CH:42]=[CH:41][C:40]=3[Cl:46])[N:29]([CH2:25][C:26]([NH:51][C:50]3[CH:49]=[C:48]([Cl:47])[CH:54]=[C:53]([Cl:55])[CH:52]=3)=[O:27])[C:33]=2[CH:34]=1, predict the reactants needed to synthesize it. The reactants are: CC(N1C2C=CC(Cl)=CC=2N=C1C1C=C(Cl)C=CC=1Cl)C(O)=O.C[CH:25]([N:29]1[C:33]2[CH:34]=[C:35]([Cl:38])[CH:36]=[CH:37][C:32]=2[N:31]=[C:30]1[C:39]1[CH:44]=[C:43]([Cl:45])[CH:42]=[CH:41][C:40]=1[Cl:46])[C:26](O)=[O:27].[Cl:47][C:48]1[CH:49]=[C:50]([CH:52]=[C:53]([Cl:55])[CH:54]=1)[NH2:51].CN(C(ON1N=NC2C=CC=NC1=2)=[N+](C)C)C.F[P-](F)(F)(F)(F)F. (3) The reactants are: [CH2:1]([O:3][C:4](=[O:21])[C:5]1[CH:10]=[CH:9][C:8]([N:11]=[CH:12][C:13]2[CH:18]=[C:17]([F:19])[CH:16]=[C:15]([F:20])[CH:14]=2)=[CH:7][CH:6]=1)[CH3:2].O.[O-]S(C(F)(F)F)(=O)=O.[Yb+3].[O-]S(C(F)(F)F)(=O)=O.[O-]S(C(F)(F)F)(=O)=O.[CH:48](=[O:52])[CH:49]([CH3:51])[CH3:50].O. Given the product [CH2:1]([O:3][C:4]([C:5]1[CH:10]=[C:9]2[C:8](=[CH:7][CH:6]=1)[NH:11][CH:12]([C:13]1[CH:18]=[C:17]([F:19])[CH:16]=[C:15]([F:20])[CH:14]=1)[C:49]([CH3:51])([CH3:50])[CH:48]2[OH:52])=[O:21])[CH3:2], predict the reactants needed to synthesize it. (4) Given the product [CH2:1]([N:3]1[C:7]([C:8]2[CH:9]=[C:10]3[C:14](=[CH:15][CH:16]=2)[NH:13][C:12]([C:24]2[CH:29]=[CH:28][N:27]=[CH:26][C:25]=2[CH3:30])=[CH:11]3)=[CH:6][C:5]([C:31]([F:33])([F:34])[F:32])=[N:4]1)[CH3:2], predict the reactants needed to synthesize it. The reactants are: [CH2:1]([N:3]1[C:7]([C:8]2[CH:9]=[C:10]3[C:14](=[CH:15][CH:16]=2)[N:13](S(C(F)(F)F)(=O)=O)[C:12]([C:24]2[CH:29]=[CH:28][N:27]=[CH:26][C:25]=2[CH3:30])=[CH:11]3)=[CH:6][C:5]([C:31]([F:34])([F:33])[F:32])=[N:4]1)[CH3:2].[OH-].[Na+]. (5) Given the product [C:26]([C:21]1[C:20]([O:5][CH2:6][C@H:7]2[CH2:11][CH2:10][CH2:9][N:8]2[C:12]([O:14][C:15]([CH3:18])([CH3:17])[CH3:16])=[O:13])=[CH:25][CH:24]=[CH:23][N:22]=1)#[N:27], predict the reactants needed to synthesize it. The reactants are: CS([O:5][CH2:6][C@H:7]1[CH2:11][CH2:10][CH2:9][N:8]1[C:12]([O:14][C:15]([CH3:18])([CH3:17])[CH3:16])=[O:13])(=O)=O.O[C:20]1[C:21]([C:26]#[N:27])=[N:22][CH:23]=[CH:24][CH:25]=1.C(=O)([O-])[O-].[K+].[K+].O. (6) The reactants are: Br[C:2]1[C:10]2[O:9][C:8]([CH2:11][N:12]3[C:20](=[O:21])[C:19]4[C:14](=[CH:15][CH:16]=[CH:17][CH:18]=4)[C:13]3=[O:22])=[CH:7][C:6]=2[CH:5]=[C:4]([Cl:23])[CH:3]=1.C(=O)([O-])[O-].[K+].[K+].[C:30]1(B(O)O)[CH:35]=[CH:34][CH:33]=[CH:32][CH:31]=1. Given the product [Cl:23][C:4]1[CH:3]=[C:2]([C:30]2[CH:35]=[CH:34][CH:33]=[CH:32][CH:31]=2)[C:10]2[O:9][C:8]([CH2:11][N:12]3[C:20](=[O:21])[C:19]4[C:14](=[CH:15][CH:16]=[CH:17][CH:18]=4)[C:13]3=[O:22])=[CH:7][C:6]=2[CH:5]=1, predict the reactants needed to synthesize it. (7) Given the product [CH:50]1([C:6]([N:8]2[CH2:12][C@@H:11]([C:13]3[C:21]4[C:16](=[CH:17][CH:18]=[CH:19][CH:20]=4)[NH:15][CH:14]=3)[C@H:10]([C:22]3[C:32]4=[C:33]5[C:28](=[CH:29][CH:30]=[CH:31]4)[CH2:27][CH2:26][CH2:25][N:24]5[CH:23]=3)[CH2:9]2)=[O:5])[CH2:53][CH2:52][CH2:51]1, predict the reactants needed to synthesize it. The reactants are: C([O:5][C:6]([N:8]1[CH2:12][C@@H:11]([C:13]2[C:21]3[C:16](=[CH:17][CH:18]=[CH:19][CH:20]=3)[NH:15][CH:14]=2)[C@H:10]([C:22]2[C:32]3=[C:33]4[C:28](=[CH:29][CH:30]=[CH:31]3)[CH2:27][CH2:26][CH2:25][N:24]4[CH:23]=2)[CH2:9]1)=O)(C)(C)C.Cl.O1CCOCC1.CCN(C(C)C)C(C)C.[CH:50]1(C(Cl)=O)[CH2:53][CH2:52][CH2:51]1.